Dataset: Catalyst prediction with 721,799 reactions and 888 catalyst types from USPTO. Task: Predict which catalyst facilitates the given reaction. (1) Reactant: [CH3:1][NH:2][C:3](=[S:5])[S-:4].C([NH+](CC)CC)C.Br[CH:14]([CH3:23])[C:15]([C:17]1[CH:22]=[CH:21][CH:20]=[CH:19][CH:18]=1)=O. Product: [CH3:1][N:2]1[C:15]([C:17]2[CH:22]=[CH:21][CH:20]=[CH:19][CH:18]=2)=[C:14]([CH3:23])[S:5][C:3]1=[S:4]. The catalyst class is: 23. (2) Reactant: [Si]([O:8][C:9]1[CH:33]=[CH:32][C:12]2[N:13]([CH:26]([CH2:30][CH3:31])[C:27]([O-:29])=[O:28])[C:14](=[N:16][C:17](=[O:25])[C:18]3[CH:23]=[CH:22][C:21]([CH3:24])=[CH:20][CH:19]=3)[S:15][C:11]=2[CH:10]=1)(C(C)(C)C)(C)C.[F-].[CH2:35]([N+](CCCC)(CCCC)CCCC)CCC. Product: [OH:8][C:9]1[CH:33]=[CH:32][C:12]2[N:13]([CH:26]([CH2:30][CH3:31])[C:27]([O:29][CH3:35])=[O:28])[C:14](=[N:16][C:17](=[O:25])[C:18]3[CH:23]=[CH:22][C:21]([CH3:24])=[CH:20][CH:19]=3)[S:15][C:11]=2[CH:10]=1. The catalyst class is: 54. (3) Product: [Cl:21][C:22]1[C:29]([O:30][CH3:31])=[C:28]([O:32][CH3:33])[CH:27]=[CH:26][C:23]=1[CH:24]=[N:9][NH:10][C:11]([NH:13][CH2:14][C:15]1[CH:20]=[CH:19][CH:18]=[CH:17][CH:16]=1)=[NH:12]. The catalyst class is: 8. Reactant: C(N)C1C=CC=CC=1.[NH2:9][NH:10][C:11]([NH:13][CH2:14][C:15]1[CH:20]=[CH:19][CH:18]=[CH:17][CH:16]=1)=[NH:12].[Cl:21][C:22]1[C:29]([O:30][CH3:31])=[C:28]([O:32][CH3:33])[CH:27]=[CH:26][C:23]=1[CH:24]=O.CO.